The task is: Predict the reaction yield, written as a fraction of the theoretical maximum amount of product (1.0 means a 100% yield; for example, 0.34 means a 34% yield).. This data is from Reaction yield outcomes from USPTO patents with 853,638 reactions. (1) The reactants are [Br:1][C:2]1[CH:11]=[C:10]2[C:5]([CH:6]=[CH:7][C:8]([OH:12])=[CH:9]2)=[CH:4][CH:3]=1.[C:13](=O)([O-])[O-].[K+].[K+].IC. The catalyst is CN(C=O)C. The product is [Br:1][C:2]1[CH:3]=[CH:4][C:5]2[C:10](=[CH:9][C:8]([O:12][CH3:13])=[CH:7][CH:6]=2)[CH:11]=1. The yield is 1.00. (2) The reactants are [C:1]([C:4]1[NH:8][N:7]=[C:6]([C:9]([NH:11][C@@H:12]([CH3:28])[CH2:13][N:14]2[CH:18]=[CH:17][C:16]([C:19]3[CH:24]=[CH:23][C:22]([C:25]#[N:26])=[C:21](Cl)[CH:20]=3)=[N:15]2)=[O:10])[CH:5]=1)(=[O:3])[CH3:2].CN(C=O)C.[CH3:34][S-:35].[Na+]. The catalyst is CC#N. The product is [C:1]([C:4]1[CH:5]=[C:6]([C:9]([NH:11][C@@H:12]([CH3:28])[CH2:13][N:14]2[CH:18]=[CH:17][C:16]([C:19]3[CH:24]=[CH:23][C:22]([C:25]#[N:26])=[C:21]([S:35][CH3:34])[CH:20]=3)=[N:15]2)=[O:10])[NH:7][N:8]=1)(=[O:3])[CH3:2]. The yield is 0.140. (3) The reactants are C([N:8]1[CH2:13][CH2:12][N:11]([C:14]2[CH:19]=[CH:18][C:17]([C:20]([F:23])([F:22])[F:21])=[CH:16][N:15]=2)[C@H:10]([CH3:24])[CH2:9]1)C1C=CC=CC=1. The product is [CH3:24][C@@H:10]1[CH2:9][NH:8][CH2:13][CH2:12][N:11]1[C:14]1[CH:19]=[CH:18][C:17]([C:20]([F:23])([F:21])[F:22])=[CH:16][N:15]=1. The yield is 0.990. The catalyst is C(O)C.[Pd]. (4) The reactants are C(N(C(C)C)CC)(C)C.Cl.[NH2:11][CH2:12][C@@H:13]([C:36](OC)=[O:37])[NH:14][C:15](=[O:35])[C:16]1[C:21]([Cl:22])=[CH:20][C:19]([C:23]([NH:25][CH2:26][C:27]2[CH:32]=[CH:31][CH:30]=[C:29]([OH:33])[CH:28]=2)=[O:24])=[CH:18][C:17]=1[Cl:34].[Cl:40][C:41]1[CH:42]=[C:43]([CH:47]=[CH:48][CH:49]=1)[C:44](O)=[O:45].CN(C([O:57]N1N=NC2C=CC=CC1=2)=[N+](C)C)C.F[P-](F)(F)(F)(F)F.C1C=CC2N(O)N=NC=2C=1.O.[OH-].[Li+]. The catalyst is CN(C)C=O. The product is [Cl:40][C:41]1[CH:42]=[C:43]([CH:47]=[CH:48][CH:49]=1)[C:44]([NH:11][CH2:12][C@@H:13]([C:36]([OH:57])=[O:37])[NH:14][C:15](=[O:35])[C:16]1[C:21]([Cl:22])=[CH:20][C:19]([C:23]([NH:25][CH2:26][C:27]2[CH:32]=[CH:31][CH:30]=[C:29]([OH:33])[CH:28]=2)=[O:24])=[CH:18][C:17]=1[Cl:34])=[O:45]. The yield is 0.510. (5) The reactants are [CH3:1][C:2]1[N:3]=[C:4]([C@H:7]2[CH2:11][CH2:10][CH2:9][NH:8]2)[S:5][CH:6]=1.[F:12][C:13]1[CH:14]=[C:15]([C:22](O)=[O:23])[CH:16]=[C:17]([CH:21]=1)[C:18]([OH:20])=[O:19]. No catalyst specified. The product is [F:12][C:13]1[CH:21]=[C:17]([CH:16]=[C:15]([C:22]([N:8]2[CH2:9][CH2:10][CH2:11][C@@H:7]2[C:4]2[S:5][CH:6]=[C:2]([CH3:1])[N:3]=2)=[O:23])[CH:14]=1)[C:18]([OH:20])=[O:19]. The yield is 0.630. (6) The reactants are [H-].[H-].[H-].[H-].[Li+].[Al+3].[OH:7][CH:8]([CH3:24])[CH2:9][CH2:10][NH:11][C:12]([C:14]12[CH2:23][CH:18]3[CH2:19][CH:20]([CH2:22][CH:16]([CH2:17]3)[CH2:15]1)[CH2:21]2)=O. The catalyst is C1COCC1. The product is [C:14]12([CH2:12][NH:11][CH2:10][CH2:9][CH:8]([OH:7])[CH3:24])[CH2:23][CH:18]3[CH2:19][CH:20]([CH2:22][CH:16]([CH2:17]3)[CH2:15]1)[CH2:21]2. The yield is 0.310.